This data is from Catalyst prediction with 721,799 reactions and 888 catalyst types from USPTO. The task is: Predict which catalyst facilitates the given reaction. (1) Reactant: [O:1]=[C:2]1[CH2:7][CH2:6][CH:5]([C:8]([O:10][CH2:11][CH3:12])=[O:9])[CH2:4][CH2:3]1.[CH2:13](O)[CH2:14][OH:15].CC1C=CC(S(O)(=O)=O)=CC=1. Product: [CH2:11]([O:10][C:8]([CH:5]1[CH2:6][CH2:7][C:2]2([O:15][CH2:14][CH2:13][O:1]2)[CH2:3][CH2:4]1)=[O:9])[CH3:12]. The catalyst class is: 11. (2) Reactant: [Cl:1][C:2]1[C:3]([C:10]([NH2:12])=[O:11])=[N:4][C:5](SC)=[N:6][CH:7]=1.[S:13]([O-:18])(O[O-])(=O)=[O:14].[K+].[K+].[C:21](O)(=O)C.CO. Product: [Cl:1][C:2]1[C:3]([C:10]([NH2:12])=[O:11])=[N:4][C:5]([S:13]([CH3:21])(=[O:18])=[O:14])=[N:6][CH:7]=1. The catalyst class is: 6. (3) Reactant: [N+:1]([C:4]1[CH:5]=[CH:6][C:7]([NH:10][CH2:11][CH:12]2[CH2:17][CH2:16][O:15][CH2:14][CH2:13]2)=[N:8][CH:9]=1)([O-])=O. Product: [O:15]1[CH2:16][CH2:17][CH:12]([CH2:11][NH:10][C:7]2[CH:6]=[CH:5][C:4]([NH2:1])=[CH:9][N:8]=2)[CH2:13][CH2:14]1. The catalyst class is: 50. (4) Reactant: [CH3:1][CH:2]1[C:11]2[C:6](=[CH:7][CH:8]=[CH:9][CH:10]=2)[NH:5][CH2:4][CH2:3]1.[N+:12]([O-])([OH:14])=[O:13]. Product: [N+:12]([C:8]1[CH:7]=[C:6]2[C:11]([CH:2]([CH3:1])[CH2:3][CH2:4][NH:5]2)=[CH:10][CH:9]=1)([O-:14])=[O:13]. The catalyst class is: 65. (5) Reactant: P([O-])([O-])([O-])=O.[K+].[K+].[K+].[O:9]1[CH2:14][CH2:13][N:12]([C:15]2[CH:20]=[CH:19][C:18](B(O)O)=[CH:17][CH:16]=2)[CH2:11][CH2:10]1.Cl[C:25]1[CH:30]=[C:29]([CH:31]([CH3:48])[C:32]([NH:34][C:35]2[CH:40]=[CH:39][C:38]([C:41]3[CH:46]=[CH:45][N:44]=[C:43]([CH3:47])[CH:42]=3)=[CH:37][CH:36]=2)=[O:33])[CH:28]=[CH:27][N:26]=1. Product: [CH3:47][C:43]1[CH:42]=[C:41]([C:38]2[CH:37]=[CH:36][C:35]([NH:34][C:32](=[O:33])[CH:31]([C:29]3[CH:28]=[CH:27][N:26]=[C:25]([C:18]4[CH:19]=[CH:20][C:15]([N:12]5[CH2:13][CH2:14][O:9][CH2:10][CH2:11]5)=[CH:16][CH:17]=4)[CH:30]=3)[CH3:48])=[CH:40][CH:39]=2)[CH:46]=[CH:45][N:44]=1. The catalyst class is: 38. (6) Reactant: [C:1]([O:5][C:6](=[O:20])[NH:7][C@H:8]([C:11]1[CH:16]=[CH:15][C:14]([OH:17])=[CH:13][C:12]=1[O:18][CH3:19])[CH2:9][OH:10])([CH3:4])([CH3:3])[CH3:2].[CH2:21]([CH:23]([CH2:26][CH3:27])[CH2:24]Br)[CH3:22].C([O-])([O-])=O.[K+].[K+]. Product: [C:1]([O:5][C:6](=[O:20])[NH:7][C@H:8]([C:11]1[CH:16]=[CH:15][C:14]([O:17][CH2:24][CH:23]([CH2:26][CH3:27])[CH2:21][CH3:22])=[CH:13][C:12]=1[O:18][CH3:19])[CH2:9][OH:10])([CH3:4])([CH3:3])[CH3:2]. The catalyst class is: 215. (7) Reactant: [Br:1][C:2]1[CH:7]=[CH:6][N:5]2[CH:8]=[C:9]([CH2:11][NH2:12])[N:10]=[C:4]2[CH:3]=1.C(N(CC)CC)C.[CH3:20][S:21](Cl)(=[O:23])=[O:22]. Product: [Br:1][C:2]1[CH:7]=[CH:6][N:5]2[CH:8]=[C:9]([CH2:11][NH:12][S:21]([CH3:20])(=[O:23])=[O:22])[N:10]=[C:4]2[CH:3]=1. The catalyst class is: 34. (8) Reactant: O=[C:2]1[CH2:5][N:4](C(OC(Cl)C)=O)[CH2:3]1.[F:12][C:13]1[CH:19]=[CH:18][C:16]([NH2:17])=[CH:15][CH:14]=1.C(O[BH-](OC(=O)C)OC(=O)C)(=O)C.[Na+]. Product: [F:12][C:13]1[CH:19]=[CH:18][C:16]([NH:17][CH:2]2[CH2:3][NH:4][CH2:5]2)=[CH:15][CH:14]=1. The catalyst class is: 279. (9) Reactant: C(N(C(C)C)CC)(C)C.CCN=C=NCCCN(C)C.Cl.ON1C(=O)CCC1=O.[CH2:30]1[CH:34]([CH2:35][CH2:36][CH2:37][CH2:38][C:39]([OH:41])=[O:40])[S:33][S:32][CH2:31]1. Product: [CH2:30]1[C@@H:34]([CH2:35][CH2:36][CH2:37][CH2:38][C:39]([OH:41])=[O:40])[S:33][S:32][CH2:31]1. The catalyst class is: 4.